Task: Predict the reactants needed to synthesize the given product.. Dataset: Full USPTO retrosynthesis dataset with 1.9M reactions from patents (1976-2016) (1) Given the product [CH3:55][O:54][C:52](=[O:53])[CH2:51][N:43]1[C:44]2[C:49](=[CH:48][CH:47]=[CH:46][CH:45]=2)[CH2:50][CH:41]([NH:40][C:29](=[O:31])[CH2:28][C@H:27]([NH:26][C:24]([O:23][C:19]([CH3:20])([CH3:21])[CH3:22])=[O:25])[CH2:32][C:33]2[CH:38]=[CH:37][CH:36]=[CH:35][C:34]=2[F:39])[C:42]1=[O:56], predict the reactants needed to synthesize it. The reactants are: C[N+]1(C2N=C(OC)N=C(OC)N=2)CCOCC1.[Cl-].[C:19]([O:23][C:24]([NH:26][C@H:27]([CH2:32][C:33]1[CH:38]=[CH:37][CH:36]=[CH:35][C:34]=1[F:39])[CH2:28][C:29]([OH:31])=O)=[O:25])([CH3:22])([CH3:21])[CH3:20].[NH2:40][CH:41]1[CH2:50][C:49]2[C:44](=[CH:45][CH:46]=[CH:47][CH:48]=2)[N:43]([CH2:51][C:52]([O:54][CH3:55])=[O:53])[C:42]1=[O:56].CN1CCOCC1. (2) Given the product [F:3][C:4]1[C:5]([CH2:16][N:17]([CH3:25])[C:18](=[O:24])[O:19][C:20]([CH3:21])([CH3:22])[CH3:23])=[CH:6][N:7]([S:51]([C:47]2[CH:48]=[CH:49][CH:50]=[C:45]([S:42]([CH3:41])(=[O:44])=[O:43])[CH:46]=2)(=[O:53])=[O:52])[C:8]=1[C:9]1[C:10]([F:15])=[N:11][CH:12]=[CH:13][CH:14]=1, predict the reactants needed to synthesize it. The reactants are: [H-].[Na+].[F:3][C:4]1[C:5]([CH2:16][N:17]([CH3:25])[C:18](=[O:24])[O:19][C:20]([CH3:23])([CH3:22])[CH3:21])=[CH:6][NH:7][C:8]=1[C:9]1[C:10]([F:15])=[N:11][CH:12]=[CH:13][CH:14]=1.C1OCCOCCOCCOCCOC1.[CH3:41][S:42]([C:45]1[CH:46]=[C:47]([S:51](Cl)(=[O:53])=[O:52])[CH:48]=[CH:49][CH:50]=1)(=[O:44])=[O:43]. (3) Given the product [Br:1][C:2]1[CH:9]=[CH:8][C:5]([CH2:6][N:19]2[CH2:20][CH2:21][O:22][CH:17]([C:11]3[CH:12]=[CH:13][CH:14]=[CH:15][CH:16]=3)[CH2:18]2)=[CH:4][CH:3]=1, predict the reactants needed to synthesize it. The reactants are: [Br:1][C:2]1[CH:9]=[CH:8][C:5]([CH:6]=O)=[CH:4][CH:3]=1.Cl.[C:11]1([CH:17]2[O:22][CH2:21][CH2:20][NH:19][CH2:18]2)[CH:16]=[CH:15][CH:14]=[CH:13][CH:12]=1. (4) Given the product [C:66]([O:65][C:63]([NH:56][C@@H:57]([CH2:60][OH:61])[C:58]([NH:34][C@@H:35]([C@H:46]([OH:55])[C:47]1[CH:52]=[CH:51][C:50]([O:53][CH3:54])=[CH:49][CH:48]=1)[C:36]([O:38][CH2:39][C:40]1[CH:41]=[CH:42][CH:43]=[CH:44][CH:45]=1)=[O:37])=[O:59])=[O:64])([CH3:69])([CH3:68])[CH3:67], predict the reactants needed to synthesize it. The reactants are: CN(C(ON1N=NC2C=CC=NC1=2)=[N+](C)C)C.F[P-](F)(F)(F)(F)F.CCN(C(C)C)C(C)C.[NH2:34][C@@H:35]([C@H:46]([OH:55])[C:47]1[CH:52]=[CH:51][C:50]([O:53][CH3:54])=[CH:49][CH:48]=1)[C:36]([O:38][CH2:39][C:40]1[CH:45]=[CH:44][CH:43]=[CH:42][CH:41]=1)=[O:37].[NH:56]([C:63]([O:65][C:66]([CH3:69])([CH3:68])[CH3:67])=[O:64])[C@H:57]([C:60](O)=[O:61])[CH2:58][OH:59]. (5) Given the product [C:2]1([C:21]2[CH:26]=[CH:25][CH:24]=[CH:23][CH:22]=2)[CH:7]=[CH:6][C:5]([C:8]2[NH:12][C:11]3[CH:13]=[C:14]([S:17]([CH3:20])(=[O:19])=[O:18])[CH:15]=[CH:16][C:10]=3[N:9]=2)=[CH:4][CH:3]=1, predict the reactants needed to synthesize it. The reactants are: Br[C:2]1[CH:7]=[CH:6][C:5]([C:8]2[NH:12][C:11]3[CH:13]=[C:14]([S:17]([CH3:20])(=[O:19])=[O:18])[CH:15]=[CH:16][C:10]=3[N:9]=2)=[CH:4][CH:3]=1.[C:21]1(B(O)O)[CH:26]=[CH:25][CH:24]=[CH:23][CH:22]=1.P([O-])([O-])([O-])=O.[K+].[K+].[K+].O1CCOCC1. (6) Given the product [OH:15][CH:12]1[CH2:13][N:14]([C:23]([O:25][C:26]([CH3:29])([CH3:28])[CH3:27])=[O:24])[CH:9]([CH2:8][C:2]2([OH:1])[CH2:3][CH2:4][O:5][CH2:6][CH2:7]2)[CH2:10][CH2:11]1, predict the reactants needed to synthesize it. The reactants are: [OH:1][C:2]1([CH2:8][C:9]2[N:14]=[CH:13][C:12]([OH:15])=[CH:11][CH:10]=2)[CH2:7][CH2:6][O:5][CH2:4][CH2:3]1.C(N(CC)CC)C.[C:23](O[C:23]([O:25][C:26]([CH3:29])([CH3:28])[CH3:27])=[O:24])([O:25][C:26]([CH3:29])([CH3:28])[CH3:27])=[O:24].